Dataset: Reaction yield outcomes from USPTO patents with 853,638 reactions. Task: Predict the reaction yield, written as a fraction of the theoretical maximum amount of product (1.0 means a 100% yield; for example, 0.34 means a 34% yield). (1) The reactants are C(OC(=O)[NH:10][CH2:11][CH:12]1[CH2:16][C:15]2[C:17]([C:21]3[CH:26]=[CH:25][CH:24]=[CH:23][CH:22]=3)=[CH:18][CH:19]=[CH:20][C:14]=2[O:13]1)C1C=CC=CC=1.Br. The catalyst is C(OCC)C. The product is [C:21]1([C:17]2[C:15]3[CH2:16][CH:12]([CH2:11][NH2:10])[O:13][C:14]=3[CH:20]=[CH:19][CH:18]=2)[CH:22]=[CH:23][CH:24]=[CH:25][CH:26]=1. The yield is 0.460. (2) The yield is 0.750. The reactants are O=[C:2]1[C:11]([C:12]#[N:13])=[CH:10][C:9]2[CH2:8][CH2:7][CH2:6][CH2:5][C:4]=2[NH:3]1.P(Cl)(Cl)([Cl:16])=O. No catalyst specified. The product is [Cl:16][C:2]1[C:11]([C:12]#[N:13])=[CH:10][C:9]2[CH2:8][CH2:7][CH2:6][CH2:5][C:4]=2[N:3]=1. (3) The reactants are [O:1]1CCO[CH:2]1[C:6]1[CH:11]=[CH:10][C:9]([CH:12]2[C:16]3[C:17]([CH3:31])=[C:18]([NH:23][C:24](=[O:30])[CH2:25][C:26]([CH3:29])([CH3:28])[CH3:27])[C:19]([CH3:22])=[C:20]([CH3:21])[C:15]=3[O:14][CH2:13]2)=[CH:8][CH:7]=1. The catalyst is C(OCC)(=O)C.CCCCCC. The product is [CH:2]([C:6]1[CH:11]=[CH:10][C:9]([CH:12]2[C:16]3[C:17]([CH3:31])=[C:18]([NH:23][C:24](=[O:30])[CH2:25][C:26]([CH3:27])([CH3:28])[CH3:29])[C:19]([CH3:22])=[C:20]([CH3:21])[C:15]=3[O:14][CH2:13]2)=[CH:8][CH:7]=1)=[O:1]. The yield is 0.950. (4) The reactants are Cl[C:2]1[C:11]2[C:6](=[CH:7][C:8]3[O:15][CH2:14][CH:13]([CH2:16][O:17][CH3:18])[O:12][C:9]=3[CH:10]=2)[N:5]=[CH:4][N:3]=1.[I:19][C:20]1[CH:21]=[C:22]([CH:24]=[CH:25][CH:26]=1)[NH2:23]. No catalyst specified. The product is [I:19][C:20]1[CH:21]=[C:22]([NH:23][C:2]2[C:11]3[C:6](=[CH:7][C:8]4[O:15][CH2:14][CH:13]([CH2:16][O:17][CH3:18])[O:12][C:9]=4[CH:10]=3)[N:5]=[CH:4][N:3]=2)[CH:24]=[CH:25][CH:26]=1. The yield is 0.940.